Dataset: HIV replication inhibition screening data with 41,000+ compounds from the AIDS Antiviral Screen. Task: Binary Classification. Given a drug SMILES string, predict its activity (active/inactive) in a high-throughput screening assay against a specified biological target. (1) The molecule is COc1cc2ccnc3c2c(c1OC)-c1coc(SC)c1-3. The result is 0 (inactive). (2) The molecule is Nc1n[n+]([O-])c2cnccc2[n+]1[O-]. The result is 0 (inactive). (3) The compound is Cc1csc(C2CCC3C4CC=C5CC(O)CCC5(C)C4CCC23C)n1. The result is 0 (inactive). (4) The compound is COC12C=CC(C=C1C#N)CC2.COC12C=CC(CC1)CC2=O. The result is 0 (inactive). (5) The compound is CC=CC=Nc1c(C#N)c2n(c1C(=O)Nc1ccc(S(N)(=O)=O)cc1)CCC2. The result is 0 (inactive). (6) The compound is Nc1nc(O)c2[nH]ccc2n1. The result is 0 (inactive). (7) The compound is COC(=O)C1Cc2c3n(c4ccccc24)C(=O)CCC3N1C. The result is 0 (inactive).